This data is from Catalyst prediction with 721,799 reactions and 888 catalyst types from USPTO. The task is: Predict which catalyst facilitates the given reaction. (1) Product: [Cl:1][C:2]1[N:11]=[C:10]([C:22]2[CH:21]=[CH:20][CH:19]=[C:18]3[C:23]=2[C:15]([CH3:14])=[CH:16][N:17]3[S:33]([C:36]2[CH:42]=[CH:41][C:39]([CH3:40])=[CH:38][CH:37]=2)(=[O:35])=[O:34])[CH:9]=[C:8]([CH3:13])[C:3]=1[C:4]([O:6][CH3:7])=[O:5]. The catalyst class is: 128. Reactant: [Cl:1][C:2]1[N:11]=[C:10](Cl)[CH:9]=[C:8]([CH3:13])[C:3]=1[C:4]([O:6][CH3:7])=[O:5].[CH3:14][C:15]1[C:23]2[C:18](=[CH:19][CH:20]=[CH:21][C:22]=2B2OC(C)(C)C(C)(C)O2)[N:17]([S:33]([C:36]2[CH:42]=[CH:41][C:39]([CH3:40])=[CH:38][CH:37]=2)(=[O:35])=[O:34])[CH:16]=1.[F-].[Cs+]. (2) Reactant: [C:1]([O:9][C@@H:10]([CH2:14][CH2:15][NH:16][C:17]([O:19][CH2:20][C:21]1[CH:26]=[CH:25][CH:24]=[CH:23][CH:22]=1)=[O:18])[C:11]([OH:13])=[O:12])(=[O:8])[C:2]1[CH:7]=[CH:6][CH:5]=[CH:4][CH:3]=1.[F:27][C:28]1[C:33](O)=[C:32]([F:35])[C:31]([F:36])=[C:30]([F:37])[C:29]=1[F:38].C(Cl)CCl. Product: [C:1]([O:9][C@@H:10]([CH2:14][CH2:15][NH:16][C:17]([O:19][CH2:20][C:21]1[CH:22]=[CH:23][CH:24]=[CH:25][CH:26]=1)=[O:18])[C:11](=[O:13])[O:12][C:33]1[C:32]([F:35])=[C:31]([F:36])[C:30]([F:37])=[C:29]([F:38])[C:28]=1[F:27])(=[O:8])[C:2]1[CH:7]=[CH:6][CH:5]=[CH:4][CH:3]=1. The catalyst class is: 3. (3) Reactant: [CH3:1][C:2]1[S:3][CH:4]=[C:5](/[CH:7]=[CH:8]/[C:9]2[C:10]([O:20]COC)=[N:11][N:12]([C:14]3[CH:19]=[CH:18][CH:17]=[CH:16][CH:15]=3)[CH:13]=2)[N:6]=1.[ClH:24]. The catalyst class is: 5. Product: [ClH:24].[CH3:1][C:2]1[S:3][CH:4]=[C:5](/[CH:7]=[CH:8]/[C:9]2[C:10]([OH:20])=[N:11][N:12]([C:14]3[CH:19]=[CH:18][CH:17]=[CH:16][CH:15]=3)[CH:13]=2)[N:6]=1. (4) Reactant: Cl.[NH:2]1[CH2:6][CH2:5][C@H:4]([O:7][C:8]2[CH:13]=[CH:12][C:11]([NH:14][C:15]([C:17]3[N:18]=[C:19]([C:26]4[CH:31]=[CH:30][CH:29]=[CH:28][CH:27]=4)[O:20][C:21]=3[C:22]([F:25])([F:24])[F:23])=[O:16])=[CH:10][CH:9]=2)[CH2:3]1.[C:32]([O:36][C:37](=[O:45])[C:38]1[CH:43]=[CH:42][C:41](Br)=[CH:40][CH:39]=1)([CH3:35])([CH3:34])[CH3:33].CC(C)([O-])C.[Na+].C(C1C=C(C(C)C)C=C(C(C)C)C=1C1C=CC=CC=1P(C1CCCCC1)C1CCCCC1)(C)C. Product: [C:32]([O:36][C:37](=[O:45])[C:38]1[CH:43]=[CH:42][C:41]([N:2]2[CH2:6][CH2:5][C@H:4]([O:7][C:8]3[CH:13]=[CH:12][C:11]([NH:14][C:15]([C:17]4[N:18]=[C:19]([C:26]5[CH:31]=[CH:30][CH:29]=[CH:28][CH:27]=5)[O:20][C:21]=4[C:22]([F:25])([F:23])[F:24])=[O:16])=[CH:10][CH:9]=3)[CH2:3]2)=[CH:40][CH:39]=1)([CH3:35])([CH3:33])[CH3:34]. The catalyst class is: 12. (5) Reactant: [CH3:1][C:2]1([CH3:16])[C:6]([CH3:8])([CH3:7])[O:5][B:4]([C:9]2[CH:10]=[C:11]([CH:13]=[CH:14][CH:15]=2)[NH2:12])[O:3]1.[CH3:17][C:18]([CH3:23])=[CH:19][C:20](Cl)=[O:21].O. The catalyst class is: 1. Product: [CH3:17][C:18]([CH3:23])=[CH:19][C:20]([NH:12][C:11]1[CH:13]=[CH:14][CH:15]=[C:9]([B:4]2[O:3][C:2]([CH3:16])([CH3:1])[C:6]([CH3:7])([CH3:8])[O:5]2)[CH:10]=1)=[O:21].